From a dataset of Full USPTO retrosynthesis dataset with 1.9M reactions from patents (1976-2016). Predict the reactants needed to synthesize the given product. (1) Given the product [CH3:20][O:19][CH2:18][CH2:17][CH2:16][N:2]1[CH:3]=[C:4]([B:6]2[O:7][C:8]([CH3:9])([CH3:10])[C:11]([CH3:13])([CH3:12])[O:14]2)[CH:5]=[N:1]1, predict the reactants needed to synthesize it. The reactants are: [NH:1]1[CH:5]=[C:4]([B:6]2[O:14][C:11]([CH3:13])([CH3:12])[C:8]([CH3:10])([CH3:9])[O:7]2)[CH:3]=[N:2]1.Br[CH2:16][CH2:17][CH2:18][O:19][CH3:20]. (2) Given the product [C:22]([O:7][CH:8]([CH:15]1[CH2:20][CH:19]2[CH2:21][CH:16]1[CH:17]=[CH:18]2)[CH:9]1[CH2:14][CH2:13][O:12][C:10]1=[O:11])(=[O:24])[CH3:23], predict the reactants needed to synthesize it. The reactants are: N1C=CC=CC=1.[OH:7][CH:8]([CH:15]1[CH2:20][CH:19]2[CH2:21][CH:16]1[CH:17]=[CH:18]2)[CH:9]1[CH2:14][CH2:13][O:12][C:10]1=[O:11].[C:22](OC(=O)C)(=[O:24])[CH3:23]. (3) Given the product [C:40]1([C:2]2[CH:3]=[C:4]([CH:8]([N:12]3[CH:16]=[C:15]([C:17]4[C:18]5[CH:25]=[CH:24][N:23]([CH2:26][O:27][CH2:28][CH2:29][Si:30]([CH3:33])([CH3:32])[CH3:31])[C:19]=5[N:20]=[CH:21][N:22]=4)[CH:14]=[N:13]3)[CH2:9][C:10]#[N:11])[CH:5]=[N:6][CH:7]=2)[CH:45]=[CH:44][CH:43]=[CH:42][CH:41]=1, predict the reactants needed to synthesize it. The reactants are: Br[C:2]1[CH:3]=[C:4]([CH:8]([N:12]2[CH:16]=[C:15]([C:17]3[C:18]4[CH:25]=[CH:24][N:23]([CH2:26][O:27][CH2:28][CH2:29][Si:30]([CH3:33])([CH3:32])[CH3:31])[C:19]=4[N:20]=[CH:21][N:22]=3)[CH:14]=[N:13]2)[CH2:9][C:10]#[N:11])[CH:5]=[N:6][CH:7]=1.O1CCOCC1.[C:40]1(B(O)O)[CH:45]=[CH:44][CH:43]=[CH:42][CH:41]=1.C(=O)(O)[O-].[Na+].O. (4) Given the product [C:3]1([N:2]([CH3:1])[C:19](=[O:21])[C:18]2[CH:22]=[C:23]([CH:26]=[O:27])[CH:24]=[CH:25][C:17]=2[O:16][CH2:9][C:10]2[CH:11]=[CH:12][CH:13]=[CH:14][CH:15]=2)[CH:8]=[CH:7][CH:6]=[CH:5][CH:4]=1, predict the reactants needed to synthesize it. The reactants are: [CH3:1][NH:2][C:3]1[CH:8]=[CH:7][CH:6]=[CH:5][CH:4]=1.[CH2:9]([O:16][C:17]1[CH:25]=[CH:24][C:23]([CH:26]=[O:27])=[CH:22][C:18]=1[C:19]([OH:21])=O)[C:10]1[CH:15]=[CH:14][CH:13]=[CH:12][CH:11]=1.ON1C2N=CC=CC=2N=N1.CN1CCOCC1.Cl.CN(C)CCCN=C=NCC. (5) Given the product [C:50]1([C:59]2[CH:60]=[CH:61][CH:62]=[CH:63][CH:64]=2)[CH:51]=[CH:52][C:53]([C:56]([N:1]2[CH2:4][CH:3]([N:5]3[CH2:6][CH2:7][N:8]([C:11]4[N:12]=[CH:13][CH:14]=[CH:15][N:16]=4)[CH2:9][CH2:10]3)[CH2:2]2)=[O:57])=[CH:54][CH:55]=1, predict the reactants needed to synthesize it. The reactants are: [NH:1]1[CH2:4][CH:3]([N:5]2[CH2:10][CH2:9][N:8]([C:11]3[N:16]=[CH:15][CH:14]=[CH:13][N:12]=3)[CH2:7][CH2:6]2)[CH2:2]1.CN(C(ON1N=NC2C=CC=NC1=2)=[N+](C)C)C.F[P-](F)(F)(F)(F)F.CCN(C(C)C)C(C)C.[C:50]1([C:59]2[CH:64]=[CH:63][CH:62]=[CH:61][CH:60]=2)[CH:55]=[CH:54][C:53]([C:56](O)=[O:57])=[CH:52][CH:51]=1. (6) Given the product [Cl-:1].[C:8]1([C:6]2[O:5][N:4]=[C:3]([CH2:2][N+:26]34[CH2:27][CH2:28][CH:29]([CH2:30][CH2:31]3)[C@@H:24]([O:23][C:21](=[O:22])[CH:20]([C:14]3[CH:19]=[CH:18][CH:17]=[CH:16][CH:15]=3)[NH:32][C:33]3[CH:38]=[CH:37][CH:36]=[CH:35][C:34]=3[CH3:39])[CH2:25]4)[N:7]=2)[CH:13]=[CH:12][CH:11]=[CH:10][CH:9]=1, predict the reactants needed to synthesize it. The reactants are: [Cl:1][CH2:2][C:3]1[N:7]=[C:6]([C:8]2[CH:13]=[CH:12][CH:11]=[CH:10][CH:9]=2)[O:5][N:4]=1.[C:14]1([CH:20]([NH:32][C:33]2[CH:38]=[CH:37][CH:36]=[CH:35][C:34]=2[CH3:39])[C:21]([O:23][C@@H:24]2[CH:29]3[CH2:30][CH2:31][N:26]([CH2:27][CH2:28]3)[CH2:25]2)=[O:22])[CH:19]=[CH:18][CH:17]=[CH:16][CH:15]=1.